This data is from Reaction yield outcomes from USPTO patents with 853,638 reactions. The task is: Predict the reaction yield, written as a fraction of the theoretical maximum amount of product (1.0 means a 100% yield; for example, 0.34 means a 34% yield). (1) The reactants are [NH2:1][C:2]([C:4]1[CH:5]=[C:6]2[C:11](=[CH:12][CH:13]=1)[C:10](=[O:14])[N:9]([CH2:15][CH:16]([CH3:18])[CH3:17])[C:8]([CH2:19][NH:20][C:21](=[O:37])[O:22][CH2:23][CH:24]1[C:36]3[CH:35]=[CH:34][CH:33]=[CH:32][C:31]=3[C:30]3[C:25]1=[CH:26][CH:27]=[CH:28][CH:29]=3)=[C:7]2[C:38]1[CH:43]=[CH:42][CH:41]=[CH:40][CH:39]=1)=[S:3].Br[CH2:45][C:46](=O)[CH3:47].O. The catalyst is C(O)C. The product is [CH2:15]([N:9]1[C:8]([CH2:19][NH:20][C:21](=[O:37])[O:22][CH2:23][CH:24]2[C:36]3[CH:35]=[CH:34][CH:33]=[CH:32][C:31]=3[C:30]3[C:25]2=[CH:26][CH:27]=[CH:28][CH:29]=3)=[C:7]([C:38]2[CH:43]=[CH:42][CH:41]=[CH:40][CH:39]=2)[C:6]2[C:11](=[CH:12][CH:13]=[C:4]([C:2]3[S:3][CH:45]=[C:46]([CH3:47])[N:1]=3)[CH:5]=2)[C:10]1=[O:14])[CH:16]([CH3:18])[CH3:17]. The yield is 0.820. (2) The reactants are [I:1][C:2]1[CH:7]=[CH:6][C:5]([N+:8]([O-:10])=[O:9])=[CH:4][C:3]=1[OH:11].[CH2:12](Br)[C:13]1[CH:18]=[CH:17][CH:16]=[CH:15][CH:14]=1. No catalyst specified. The product is [CH2:12]([O:11][C:3]1[CH:4]=[C:5]([N+:8]([O-:10])=[O:9])[CH:6]=[CH:7][C:2]=1[I:1])[C:13]1[CH:18]=[CH:17][CH:16]=[CH:15][CH:14]=1. The yield is 0.900. (3) The reactants are F[C:2]1[CH:9]=[CH:8][C:5]([CH:6]=[O:7])=[CH:4][CH:3]=1.[CH3:10][O:11][C:12]1[CH:17]=[CH:16][CH:15]=[CH:14][C:13]=1[OH:18].C(=O)([O-])[O-:20].[K+].[K+].CC(=CC)C.P([O-])(O)(O)=O.[K+].Cl[O-].[Na+]. No catalyst specified. The product is [CH3:10][O:11][C:12]1[CH:17]=[CH:16][CH:15]=[CH:14][C:13]=1[O:18][C:2]1[CH:9]=[CH:8][C:5]([C:6]([OH:20])=[O:7])=[CH:4][CH:3]=1. The yield is 0.890. (4) The reactants are [OH-].[Na+].[CH:3](=O)[C:4]1[CH:9]=[CH:8][CH:7]=[CH:6][CH:5]=1.[CH3:11][C:12]([CH3:14])=[O:13]. The catalyst is CCO. The product is [C:4]1(/[CH:3]=[CH:11]/[C:12](=[O:13])/[CH:14]=[CH:3]/[C:4]2[CH:9]=[CH:8][CH:7]=[CH:6][CH:5]=2)[CH:9]=[CH:8][CH:7]=[CH:6][CH:5]=1. The yield is 0.790. (5) The reactants are [NH:1]1[CH2:6][CH2:5][CH2:4][C@H:3]([C:7]2[CH:8]=[CH:9][C:10]([CH3:18])=[C:11]([CH:17]=2)[C:12]([O:14][CH2:15][CH3:16])=[O:13])[CH2:2]1.C(O)(=O)[C@H]([C@@H](C(O)=O)O)O.[F:29][C:30]([F:47])([F:46])[C:31]1[CH:45]=[CH:44][C:34]([CH2:35][O:36][C:37](N2C=CN=C2)=[O:38])=[CH:33][CH:32]=1.Cl. The catalyst is C(OCC)(=O)C.O. The product is [F:29][C:30]([F:46])([F:47])[C:31]1[CH:45]=[CH:44][C:34]([CH2:35][O:36][C:37]([N:1]2[CH2:6][CH2:5][CH2:4][C@H:3]([C:7]3[CH:8]=[CH:9][C:10]([CH3:18])=[C:11]([C:12]([O:14][CH2:15][CH3:16])=[O:13])[CH:17]=3)[CH2:2]2)=[O:38])=[CH:33][CH:32]=1. The yield is 0.930. (6) The catalyst is O1CCCC1.[C].[Pd]. The reactants are C([O:8][C:9]1[CH:18]=[C:17]2[C:12]([C:13]([O:19][C:20]3[CH:21]=[C:22]4[C:26](=[CH:27][CH:28]=3)[NH:25][CH:24]=[CH:23]4)=[CH:14][CH:15]=[N:16]2)=[CH:11][C:10]=1[C:29]#[N:30])C1C=CC=CC=1. The yield is 0.791. The product is [C:29]([C:10]1[CH:11]=[C:12]2[C:17](=[CH:18][C:9]=1[OH:8])[N:16]=[CH:15][CH:14]=[C:13]2[O:19][C:20]1[CH:21]=[C:22]2[C:26](=[CH:27][CH:28]=1)[NH:25][CH:24]=[CH:23]2)#[N:30].